Dataset: Reaction yield outcomes from USPTO patents with 853,638 reactions. Task: Predict the reaction yield, written as a fraction of the theoretical maximum amount of product (1.0 means a 100% yield; for example, 0.34 means a 34% yield). (1) The reactants are C(C1NC=CN=1)(C1[NH:4]C=CN=1)=O.[F:13][C:14]1[CH:15]=[C:16]([C:19]([OH:21])=O)[NH:17][CH:18]=1.[NH4+].[OH-]. The catalyst is CC#N. The product is [F:13][C:14]1[CH:15]=[C:16]([C:19]([NH2:4])=[O:21])[NH:17][CH:18]=1. The yield is 1.00. (2) The reactants are [Cl:1][C:2]1[CH:7]=[CH:6][C:5](B(O)O)=[CH:4][C:3]=1[O:11][CH3:12].C(OC(=O)N[CH2:20][C:21]1[CH:26]=[CH:25][C:24]([NH2:27])=[CH:23][CH:22]=1)(C)(C)C.[OH2:29].[C:30]([OH:34])(=[O:33])[CH:31]=O.[CH3:35][OH:36]. The catalyst is C1(C)C=CC=CC=1. The product is [C:21]([O:29][C:35]([CH2:20][C:21]1[CH:22]=[CH:23][C:24]([NH:27][CH:31]([C:5]2[CH:6]=[CH:7][C:2]([Cl:1])=[C:3]([O:11][CH3:12])[CH:4]=2)[C:30]([OH:34])=[O:33])=[CH:25][CH:26]=1)=[O:36])([CH3:26])([CH3:22])[CH3:20]. The yield is 0.180. (3) The reactants are [CH3:1][S:2][C:3]1[CH:8]=[CH:7][C:6]([N:9]2[CH2:24][CH:12]3[CH2:13][N:14](C(OC(C)(C)C)=O)[CH2:15][CH2:16][N:11]3[C:10]2=[O:25])=[CH:5][CH:4]=1.C(OCC)(=O)C.[ClH:32]. No catalyst specified. The product is [ClH:32].[CH3:1][S:2][C:3]1[CH:4]=[CH:5][C:6]([N:9]2[CH2:24][CH:12]3[CH2:13][NH:14][CH2:15][CH2:16][N:11]3[C:10]2=[O:25])=[CH:7][CH:8]=1. The yield is 0.930. (4) The reactants are Br[C:2]1([CH2:15][N:16]2[CH:24]=[C:22]([CH3:23])[C:20](=[O:21])[NH:19][C:17]2=[O:18])[CH2:4][C:3]1([CH2:10][O:11]C(=O)C)[CH2:5][O:6]C(=O)C.C(=O)([O-])[O-].[K+].[K+].CO.O. The catalyst is CN(C)C=O. The product is [OH:6][CH2:5][C:3]1([CH2:10][OH:11])[CH2:4]/[C:2]/1=[CH:15]/[N:16]1[CH:24]=[C:22]([CH3:23])[C:20](=[O:21])[NH:19][C:17]1=[O:18].[OH:6][CH2:5][C:3]1([CH2:10][OH:11])[CH2:4]/[C:2]/1=[CH:15]\[N:16]1[CH:24]=[C:22]([CH3:23])[C:20](=[O:21])[NH:19][C:17]1=[O:18]. The yield is 0.380. (5) The reactants are C[N:2](C)[CH:3]=[CH:4][C:5]([C:7]1[C:12](=[O:13])[CH:11]=[CH:10][N:9]([C:14]2[CH:19]=[CH:18][CH:17]=[CH:16][C:15]=2[O:20][CH3:21])[N:8]=1)=O.[C:23]1([NH:29]N)[CH:28]=[CH:27][CH:26]=[CH:25][CH:24]=1. The catalyst is CO. The product is [CH3:21][O:20][C:15]1[CH:16]=[CH:17][CH:18]=[CH:19][C:14]=1[N:9]1[CH:10]=[CH:11][C:12](=[O:13])[C:7]([C:5]2[N:29]([C:23]3[CH:28]=[CH:27][CH:26]=[CH:25][CH:24]=3)[N:2]=[CH:3][CH:4]=2)=[N:8]1. The yield is 0.0500. (6) The reactants are [CH3:1][N:2]1[C:6](=[O:7])[C:5]([CH3:9])([CH3:8])[NH:4][C:3]1=[O:10].C(O[I:15](C1C=CC=CC=1)OC(=O)C)(=O)C.II. The catalyst is C(Cl)(Cl)(Cl)Cl. The product is [I:15][N:4]1[C:5]([CH3:9])([CH3:8])[C:6](=[O:7])[N:2]([CH3:1])[C:3]1=[O:10]. The yield is 0.700. (7) The reactants are Br[C:2]1[C:10]2[O:9][CH2:8][C@H:7]([C:11]3[CH:16]=[CH:15][C:14]([CH:17]([CH3:19])[CH3:18])=[CH:13][CH:12]=3)[C:6]=2[C:5]([CH3:20])=[C:4]([NH:21][C:22](=[O:28])[CH2:23][C:24]([CH3:27])([CH3:26])[CH3:25])[C:3]=1[CH3:29].[C:30](OCC)(=[O:32])C.CCCCCC. The catalyst is C(Cl)(Cl)Cl. The product is [CH:17]([C:14]1[CH:13]=[CH:12][C:11]([C@@H:7]2[C:6]3[C:5]([CH3:20])=[C:4]([NH:21][C:22](=[O:28])[CH2:23][C:24]([CH3:26])([CH3:25])[CH3:27])[C:3]([CH3:29])=[C:2]([O:32][CH3:30])[C:10]=3[O:9][CH2:8]2)=[CH:16][CH:15]=1)([CH3:18])[CH3:19]. The yield is 0.980.